Predict the reaction yield, written as a fraction of the theoretical maximum amount of product (1.0 means a 100% yield; for example, 0.34 means a 34% yield). From a dataset of Reaction yield outcomes from USPTO patents with 853,638 reactions. (1) The reactants are C(OC([N:8]1[CH2:13][CH2:12][NH:11][CH2:10][CH2:9]1)=O)(C)(C)C.C(N(CC)CC)C.[F:21][C:22]([F:34])([F:33])[C:23]1[CH:28]=[CH:27][C:26]([S:29]([Cl:32])(=[O:31])=[O:30])=[CH:25][CH:24]=1. The catalyst is ClCCl. The product is [ClH:32].[F:34][C:22]([F:21])([F:33])[C:23]1[CH:24]=[CH:25][C:26]([S:29]([N:8]2[CH2:9][CH2:10][NH:11][CH2:12][CH2:13]2)(=[O:31])=[O:30])=[CH:27][CH:28]=1. The yield is 0.310. (2) The reactants are P(O[C:3]1[CH:8]=[CH:7][CH:6]=[CH:5][CH:4]=1)(O[C:3]1[CH:8]=[CH:7][CH:6]=[CH:5][CH:4]=1)O[C:3]1[CH:8]=[CH:7][CH:6]=[CH:5][CH:4]=1.[OH:23][C:24]1[CH:32]=[C:31]([O:33][CH3:34])[C:30]([O:35][CH3:36])=[CH:29][C:25]=1[C:26]([OH:28])=[O:27].OS(O)(=O)=O.CO. The catalyst is C1(C)C=CC=CC=1.O. The product is [OH:23][C:24]1[CH:32]=[C:31]([O:33][CH3:34])[C:30]([O:35][CH3:36])=[CH:29][C:25]=1[C:26]([O:28][C:3]1[CH:8]=[CH:7][CH:6]=[CH:5][CH:4]=1)=[O:27]. The yield is 0.960.